From a dataset of Forward reaction prediction with 1.9M reactions from USPTO patents (1976-2016). Predict the product of the given reaction. Given the reactants [CH2:1]([O:8][C@@H:9]1[C@@H:14]([O:15][CH2:16][C:17]2[CH:22]=[CH:21][CH:20]=[CH:19][CH:18]=2)[C@@H:13]([O:23][CH2:24][C:25]2[CH:30]=[CH:29][CH:28]=[CH:27][CH:26]=2)[C@@H:12]([CH2:31][O:32][CH2:33][C:34]2[CH:39]=[CH:38][CH:37]=[CH:36][CH:35]=2)[O:11][C@@:10]21[C:51]1[S:50][C:49]3[C:44](=[CH:45][CH:46]=[CH:47][C:48]=3[CH2:52]O)[C:43]=1[CH2:42][CH2:41][O:40]2)[C:2]1[CH:7]=[CH:6][CH:5]=[CH:4][CH:3]=1.C(Cl)(Cl)(Cl)[Cl:55].C1(P(C2C=CC=CC=2)C2C=CC=CC=2)C=CC=CC=1, predict the reaction product. The product is: [CH2:1]([O:8][C@@H:9]1[C@@H:14]([O:15][CH2:16][C:17]2[CH:22]=[CH:21][CH:20]=[CH:19][CH:18]=2)[C@@H:13]([O:23][CH2:24][C:25]2[CH:30]=[CH:29][CH:28]=[CH:27][CH:26]=2)[C@@H:12]([CH2:31][O:32][CH2:33][C:34]2[CH:39]=[CH:38][CH:37]=[CH:36][CH:35]=2)[O:11][C@@:10]21[C:51]1[S:50][C:49]3[C:44](=[CH:45][CH:46]=[CH:47][C:48]=3[CH2:52][Cl:55])[C:43]=1[CH2:42][CH2:41][O:40]2)[C:2]1[CH:7]=[CH:6][CH:5]=[CH:4][CH:3]=1.